Dataset: Forward reaction prediction with 1.9M reactions from USPTO patents (1976-2016). Task: Predict the product of the given reaction. (1) Given the reactants C1(P(C2C=CC=CC=2)C2C=CC=CC=2)C=CC=CC=1.[C:20]([C:22]1[S:23][C:24]([CH2:27][N:28]=[N+]=[N-])=[CH:25][CH:26]=1)#[N:21], predict the reaction product. The product is: [C:20]([C:22]1[S:23][C:24]([CH2:27][NH2:28])=[CH:25][CH:26]=1)#[N:21]. (2) The product is: [C:15]1([C:2]2[N:6]([CH2:7][C:8]([OH:10])=[O:9])[N:5]=[C:4]([C:11]([F:14])([F:13])[F:12])[CH:3]=2)[CH2:19][CH2:18][CH2:17][CH:16]=1. Given the reactants Br[C:2]1[N:6]([CH2:7][C:8]([OH:10])=[O:9])[N:5]=[C:4]([C:11]([F:14])([F:13])[F:12])[CH:3]=1.[C:15]1(B(O)O)[CH2:19][CH2:18][CH2:17][CH:16]=1.CC1(C)C2C(=C(P(C3C=CC=CC=3)C3C=CC=CC=3)C=CC=2)OC2C(P(C3C=CC=CC=3)C3C=CC=CC=3)=CC=CC1=2.[O-]P([O-])([O-])=O.[K+].[K+].[K+], predict the reaction product.